Dataset: Reaction yield outcomes from USPTO patents with 853,638 reactions. Task: Predict the reaction yield, written as a fraction of the theoretical maximum amount of product (1.0 means a 100% yield; for example, 0.34 means a 34% yield). (1) The reactants are [Br:1][C:2]1[CH:7]=[CH:6][C:5]([S:8](Cl)(=[O:10])=[O:9])=[CH:4][CH:3]=1.[CH3:12][C:13]1[C:18]([NH2:19])=[CH:17][CH:16]=[CH:15][N:14]=1. The catalyst is N1C=CC=CC=1. The product is [Br:1][C:2]1[CH:7]=[CH:6][C:5]([S:8]([NH:19][C:18]2[C:13]([CH3:12])=[N:14][CH:15]=[CH:16][CH:17]=2)(=[O:10])=[O:9])=[CH:4][CH:3]=1. The yield is 0.630. (2) The product is [Br:3][C:4]1[C:5]([O:17][CH3:18])=[CH:6][C:7]([CH:14]([CH3:16])[CH3:15])=[C:8]([CH:13]=1)[O:9][C:10](=[CH:19][O:21][CH3:22])[C:11]#[N:12]. The yield is 0.480. The reactants are [H-].[Na+].[Br:3][C:4]1[C:5]([O:17][CH3:18])=[CH:6][C:7]([CH:14]([CH3:16])[CH3:15])=[C:8]([CH:13]=1)[O:9][CH2:10][C:11]#[N:12].[CH:19]([O:21][CH2:22]C)=O.IC. No catalyst specified.